The task is: Predict the reaction yield, written as a fraction of the theoretical maximum amount of product (1.0 means a 100% yield; for example, 0.34 means a 34% yield).. This data is from Reaction yield outcomes from USPTO patents with 853,638 reactions. (1) The reactants are [CH3:1][N:2]1[C:7]2[CH:8]=[CH:9][C:10]([CH:12]([C:14]3([C:20]4[CH:25]=[CH:24][CH:23]=[CH:22][CH:21]=4)SCCCS3)[OH:13])=[CH:11][C:6]=2[O:5][CH2:4][CH2:3]1.C([OH:30])(C)(C)C.C(OI1(OC(=O)C)(OC(=O)C)C2C=CC=CC=2C(=O)O1)(=O)C. The catalyst is ClCCl. The product is [CH3:1][N:2]1[C:7]2[CH:8]=[CH:9][C:10]([C:12](=[O:13])[C:14]([C:20]3[CH:25]=[CH:24][CH:23]=[CH:22][CH:21]=3)=[O:30])=[CH:11][C:6]=2[O:5][CH2:4][CH2:3]1. The yield is 0.340. (2) The reactants are I[C:2]1[CH:3]=[C:4]([CH:7]=[C:8](I)[C:9]=1[O:10][CH2:11][O:12][CH2:13][CH2:14][O:15][CH3:16])[CH:5]=[O:6].[C:18]1(B(O)O)[CH:23]=[CH:22][CH:21]=[CH:20][CH:19]=1.O. The catalyst is COCCOC.C([O-])(=O)C.[Pd+2].C([O-])(=O)C. The product is [CH3:16][O:15][CH2:14][CH2:13][O:12][CH2:11][O:10][C:9]1[C:8]([C:18]2[CH:23]=[CH:22][CH:21]=[CH:20][CH:19]=2)=[CH:7][C:4]([CH:5]=[O:6])=[CH:3][C:2]=1[C:2]1[CH:3]=[CH:4][CH:7]=[CH:8][CH:9]=1. The yield is 0.570.